Dataset: Forward reaction prediction with 1.9M reactions from USPTO patents (1976-2016). Task: Predict the product of the given reaction. (1) Given the reactants [Br:1][C:2]1[CH:7]=[CH:6][C:5]([CH2:8][CH2:9][C:10]([NH:12][CH2:13][CH:14]([OH:21])[CH2:15][C:16]([CH3:20])([CH3:19])[CH2:17][CH3:18])=[O:11])=[CH:4][CH:3]=1.CC(OI1(OC(C)=O)(OC(C)=O)OC(=O)C2C=CC=CC1=2)=O.C(=O)(O)[O-].[Na+].S([O-])([O-])(=O)=S.[Na+].[Na+], predict the reaction product. The product is: [Br:1][C:2]1[CH:3]=[CH:4][C:5]([CH2:8][CH2:9][C:10]([NH:12][CH2:13][C:14](=[O:21])[CH2:15][C:16]([CH3:20])([CH3:19])[CH2:17][CH3:18])=[O:11])=[CH:6][CH:7]=1. (2) Given the reactants [CH3:1][C:2](=[O:16])[CH2:3][CH2:4][CH2:5][CH2:6][CH2:7][CH2:8][CH2:9][CH2:10][CH2:11][CH2:12][CH2:13][CH2:14][CH3:15].C(OCC)C.[BH4-].[Na+], predict the reaction product. The product is: [CH3:1][CH:2]([OH:16])[CH2:3][CH2:4][CH2:5][CH2:6][CH2:7][CH2:8][CH2:9][CH2:10][CH2:11][CH2:12][CH2:13][CH2:14][CH3:15]. (3) Given the reactants [F:1][C:2]1[CH:7]=[CH:6][C:5]([S:8][CH2:9][CH:10]2[CH2:16][C:13]3([CH2:15][CH2:14]3)[CH2:12][CH:11]2[C:17]([O:19]CC)=[O:18])=[CH:4][CH:3]=1.COCCOC.[OH-].[Li+].O, predict the reaction product. The product is: [F:1][C:2]1[CH:3]=[CH:4][C:5]([S:8][CH2:9][CH:10]2[CH2:16][C:13]3([CH2:14][CH2:15]3)[CH2:12][CH:11]2[C:17]([OH:19])=[O:18])=[CH:6][CH:7]=1. (4) The product is: [NH2:1][C:4]1[CH:5]=[C:6]([CH2:10][C:11]#[N:12])[CH:7]=[CH:8][CH:9]=1. Given the reactants [N+:1]([C:4]1[CH:5]=[C:6]([CH2:10][C:11]#[N:12])[CH:7]=[CH:8][CH:9]=1)([O-])=O.[OH-].[Na+], predict the reaction product. (5) Given the reactants [Cl:1][C:2]1[CH:7]=[CH:6][CH:5]=[CH:4][C:3]=1[C:8]1[C:14]2[CH:15]=[C:16]([F:20])[C:17](F)=[CH:18][C:13]=2[NH:12][C:11](=[O:21])[CH2:10][N:9]=1.[CH3:22][OH:23].[H-].[Na+], predict the reaction product. The product is: [Cl:1][C:2]1[CH:7]=[CH:6][CH:5]=[CH:4][C:3]=1[C:8]1[C:14]2[CH:15]=[C:16]([F:20])[C:17]([O:23][CH3:22])=[CH:18][C:13]=2[NH:12][C:11](=[O:21])[CH2:10][N:9]=1. (6) Given the reactants [CH2:1]([O:3][C:4](=[O:25])[C:5]([NH:10][C:11]([C:13]1[CH:18]=[CH:17][C:16](Br)=[C:15]([O:20][CH2:21][CH:22]2[CH2:24][CH2:23]2)[N:14]=1)=[O:12])([CH2:8][CH3:9])[CH2:6][CH3:7])[CH3:2].[NH:26]1[CH2:30][CH2:29][CH2:28][CH2:27]1, predict the reaction product. The product is: [CH2:1]([O:3][C:4](=[O:25])[C:5]([NH:10][C:11]([C:13]1[CH:18]=[CH:17][C:16]([N:26]2[CH2:30][CH2:29][CH2:28][CH2:27]2)=[C:15]([O:20][CH2:21][CH:22]2[CH2:24][CH2:23]2)[N:14]=1)=[O:12])([CH2:8][CH3:9])[CH2:6][CH3:7])[CH3:2]. (7) Given the reactants [CH2:1]([O:3][C:4](=[O:17])[C:5]([CH3:16])([O:7][C:8]1[CH:13]=[CH:12][CH:11]=[C:10]([NH:14][CH3:15])[CH:9]=1)[CH3:6])[CH3:2].[CH2:18]([C:22]1[C:27]([CH2:28][C:29](O)=[O:30])=[CH:26][N:25]=[C:24]([C:32]2[CH:37]=[CH:36][C:35]([C:38]([F:41])([F:40])[F:39])=[CH:34][CH:33]=2)[N:23]=1)[CH2:19][CH2:20][CH3:21].C(OC(=O)CC(=O)CCCC)C, predict the reaction product. The product is: [CH2:1]([O:3][C:4](=[O:17])[C:5]([O:7][C:8]1[CH:13]=[CH:12][CH:11]=[C:10]([N:14]([C:29](=[O:30])[CH2:28][C:27]2[C:22]([CH2:18][CH2:19][CH2:20][CH3:21])=[N:23][C:24]([C:32]3[CH:33]=[CH:34][C:35]([C:38]([F:40])([F:41])[F:39])=[CH:36][CH:37]=3)=[N:25][CH:26]=2)[CH3:15])[CH:9]=1)([CH3:16])[CH3:6])[CH3:2].